This data is from Catalyst prediction with 721,799 reactions and 888 catalyst types from USPTO. The task is: Predict which catalyst facilitates the given reaction. (1) Reactant: CC(OC1C=CC=C(OC(C)C)C=1C1C(P(C2CCCCC2)C2CCCCC2)=CC=CC=1)C.[Li+].C[Si]([N-][Si](C)(C)C)(C)C.[Si:44]([O:51][CH2:52][C:53]1([CH2:70][O:71][Si:72]([C:75]([CH3:78])([CH3:77])[CH3:76])([CH3:74])[CH3:73])[CH2:69][C:56]2=[CH:57][C:58]3[C:63]([C:64]([C:65](=[O:67])[CH3:66])=[C:55]2[CH2:54]1)=[CH:62][CH:61]=[CH:60][C:59]=3Cl)([C:47]([CH3:50])([CH3:49])[CH3:48])([CH3:46])[CH3:45].CCCCCC.CCOCC.[CH3:90][NH:91][CH3:92]. Product: [Si:44]([O:51][CH2:52][C:53]1([CH2:70][O:71][Si:72]([C:75]([CH3:78])([CH3:77])[CH3:76])([CH3:74])[CH3:73])[CH2:69][C:56]2=[CH:57][C:58]3[C:63]([C:64]([C:65](=[O:67])[CH3:66])=[C:55]2[CH2:54]1)=[CH:62][CH:61]=[CH:60][C:59]=3[N:91]([CH3:92])[CH3:90])([C:47]([CH3:50])([CH3:49])[CH3:48])([CH3:46])[CH3:45]. The catalyst class is: 1. (2) Reactant: [NH2:1][C:2](=[O:27])[C@@H:3]([NH:19]C(=O)OC(C)(C)C)[CH2:4][C:5]1[CH:10]=[CH:9][C:8]([C:11]2[CH:16]=[CH:15][C:14]([C:17]#[N:18])=[CH:13][CH:12]=2)=[CH:7][CH:6]=1.C(O)(C(F)(F)F)=O. Product: [NH2:19][C@@H:3]([CH2:4][C:5]1[CH:10]=[CH:9][C:8]([C:11]2[CH:12]=[CH:13][C:14]([C:17]#[N:18])=[CH:15][CH:16]=2)=[CH:7][CH:6]=1)[C:2]([NH2:1])=[O:27]. The catalyst class is: 4. (3) Reactant: [N:1]([CH3:4])=[C:2]=[O:3].[F:5][C:6]1[CH:7]=[C:8]([C:12]2[CH:13]=[C:14]3[C:18](=[CH:19][CH:20]=2)[NH:17][CH2:16][CH2:15]3)[CH:9]=[N:10][CH:11]=1. Product: [F:5][C:6]1[CH:7]=[C:8]([C:12]2[CH:13]=[C:14]3[C:18](=[CH:19][CH:20]=2)[N:17]([C:2]([NH:1][CH3:4])=[O:3])[CH2:16][CH2:15]3)[CH:9]=[N:10][CH:11]=1. The catalyst class is: 2. (4) Reactant: [CH3:1][O:2][C:3]1[CH:17]=[CH:16][CH:15]=[C:14]2[C:4]=1[C:5]([OH:24])=[C:6]([C:19](OCC)=[O:20])[C:7](=[O:18])[C:8]12[CH2:13][CH2:12][O:11][CH2:10][CH2:9]1.Cl.[NH2:26][CH2:27][C:28]([O:30][C:31]([CH3:34])([CH3:33])[CH3:32])=[O:29].C(N(C(C)C)C(C)C)C. Product: [OH:24][C:5]1[C:4]2[C:14](=[CH:15][CH:16]=[CH:17][C:3]=2[O:2][CH3:1])[C:8]2([CH2:13][CH2:12][O:11][CH2:10][CH2:9]2)[C:7](=[O:18])[C:6]=1[C:19]([NH:26][CH2:27][C:28]([O:30][C:31]([CH3:34])([CH3:33])[CH3:32])=[O:29])=[O:20]. The catalyst class is: 12. (5) Reactant: [OH:1][C@@H:2]([CH3:28])[CH2:3][CH2:4][CH2:5][CH2:6][N:7]1[C:16](=[O:17])[C:15]2[N:14]([CH2:18][C:19]3[CH:24]=[CH:23][CH:22]=[CH:21][CH:20]=3)[C:13]([CH2:25]Cl)=[N:12][C:11]=2[N:10]([CH3:27])[C:8]1=[O:9].[N-:29]=[N+:30]=[N-:31].[Na+]. Product: [OH:1][C@@H:2]([CH3:28])[CH2:3][CH2:4][CH2:5][CH2:6][N:7]1[C:16](=[O:17])[C:15]2[N:14]([CH2:18][C:19]3[CH:24]=[CH:23][CH:22]=[CH:21][CH:20]=3)[C:13]([CH2:25][N:29]=[N+:30]=[N-:31])=[N:12][C:11]=2[N:10]([CH3:27])[C:8]1=[O:9]. The catalyst class is: 16. (6) Reactant: Br[C:2]1[CH:7]=[CH:6][C:5]([C:8]([OH:18])([CH:15]([CH3:17])[CH3:16])[CH2:9][N:10]2[CH:14]=[N:13][CH:12]=[N:11]2)=[CH:4][CH:3]=1.C([O-])([O-])=O.[K+].[K+].[Cl:25][C:26]1[CH:27]=[C:28]([OH:32])[CH:29]=[CH:30][CH:31]=1.O. Product: [Cl:25][C:26]1[CH:27]=[C:28]([CH:29]=[CH:30][CH:31]=1)[O:32][C:2]1[CH:7]=[CH:6][C:5]([C:8]([OH:18])([CH:15]([CH3:17])[CH3:16])[CH2:9][N:10]2[CH:14]=[N:13][CH:12]=[N:11]2)=[CH:4][CH:3]=1. The catalyst class is: 122. (7) Reactant: Cl.[C:2]1(=[O:12])[C:6]2([CH2:11][CH2:10][CH2:9][NH:8][CH2:7]2)[CH2:5][CH2:4][NH:3]1.C(N(CC)CC)C.[Br:20][C:21]1[CH:26]=[CH:25][C:24]([S:27](Cl)(=[O:29])=[O:28])=[C:23]([O:31][C:32]([F:35])([F:34])[F:33])[CH:22]=1.CCOC(C)=O. Product: [Br:20][C:21]1[CH:26]=[CH:25][C:24]([S:27]([N:8]2[CH2:9][CH2:10][CH2:11][C:6]3([C:2](=[O:12])[NH:3][CH2:4][CH2:5]3)[CH2:7]2)(=[O:29])=[O:28])=[C:23]([O:31][C:32]([F:34])([F:33])[F:35])[CH:22]=1. The catalyst class is: 4. (8) Product: [NH2:23][C:18]1[CH:19]=[N:20][N:21]([CH3:22])[C:17]=1[N:5]1[CH2:4][CH:3]([O:2][CH3:1])[CH2:9][N:8]([C:10]([O:12][C:13]([CH3:15])([CH3:14])[CH3:16])=[O:11])[CH2:7][CH2:6]1. The catalyst class is: 19. Reactant: [CH3:1][O:2][CH:3]1[CH2:9][N:8]([C:10]([O:12][C:13]([CH3:16])([CH3:15])[CH3:14])=[O:11])[CH2:7][CH2:6][N:5]([C:17]2[N:21]([CH3:22])[N:20]=[CH:19][C:18]=2[N+:23]([O-])=O)[CH2:4]1.